This data is from CYP3A4 inhibition data for predicting drug metabolism from PubChem BioAssay. The task is: Regression/Classification. Given a drug SMILES string, predict its absorption, distribution, metabolism, or excretion properties. Task type varies by dataset: regression for continuous measurements (e.g., permeability, clearance, half-life) or binary classification for categorical outcomes (e.g., BBB penetration, CYP inhibition). Dataset: cyp3a4_veith. The drug is NC(=O)C(=O)[O-].[Na+]. The result is 0 (non-inhibitor).